From a dataset of NCI-60 drug combinations with 297,098 pairs across 59 cell lines. Regression. Given two drug SMILES strings and cell line genomic features, predict the synergy score measuring deviation from expected non-interaction effect. (1) Drug 1: C1=NC2=C(N1)C(=S)N=C(N2)N. Drug 2: CC1C(C(CC(O1)OC2CC(CC3=C2C(=C4C(=C3O)C(=O)C5=CC=CC=C5C4=O)O)(C(=O)C)O)N)O. Cell line: NCI-H460. Synergy scores: CSS=51.6, Synergy_ZIP=-3.62, Synergy_Bliss=-7.85, Synergy_Loewe=-10.8, Synergy_HSA=-4.80. (2) Drug 1: C1C(C(OC1N2C=NC(=NC2=O)N)CO)O. Drug 2: C1CCC(C(C1)N)N.C(=O)(C(=O)[O-])[O-].[Pt+4]. Cell line: NCI-H322M. Synergy scores: CSS=9.78, Synergy_ZIP=-1.29, Synergy_Bliss=-0.518, Synergy_Loewe=0.357, Synergy_HSA=0.151.